From a dataset of Peptide-MHC class II binding affinity with 134,281 pairs from IEDB. Regression. Given a peptide amino acid sequence and an MHC pseudo amino acid sequence, predict their binding affinity value. This is MHC class II binding data. The peptide sequence is TLVSAVAANELGMLED. The MHC is DRB4_0103 with pseudo-sequence DRB4_0103. The binding affinity (normalized) is 0.